This data is from Experimentally validated miRNA-target interactions with 360,000+ pairs, plus equal number of negative samples. The task is: Binary Classification. Given a miRNA mature sequence and a target amino acid sequence, predict their likelihood of interaction. (1) The miRNA is cel-miR-267 with sequence CCCGUGAAGUGUCUGCUGCA. The protein sequence of the target gene is MFESFNVPGLYIAVQAVLALAASWTSRQVGERTLTGIVIDSGDGVTHVIPVAEGYVIGSCIKHIPIAGRDITYFIQQLLREREVGIPPEQSLETAKAIKEKYCYICPDIVKEFAKYDVDPQKWIKQYTGINAINQKKFVIDVGYERFLGPEIFFHPEFANPDSMESISDVVDEVIQNCPIDVRRPLYKMEQIPLSYPQGHGFHPLSPPFH. Result: 0 (no interaction). (2) The miRNA is hsa-miR-615-3p with sequence UCCGAGCCUGGGUCUCCCUCUU. The protein sequence of the target gene is MAAVSVYAPPVGGFSFDNCRRNAVLEADFAKRGYKLPKVRKTGTTIAGVVYKDGIVLGADTRATEGMVVADKNCSKIHFISPNIYCCGAGTAADTDMTTQLISSNLELHSLSTGRLPRVVTANRMLKQMLFRYQGYIGAALVLGGVDVTGPHLYSIYPHGSTDKLPYVTMGSGSLAAMAVFEDKFRPDMEEEEAKNLVSEAIAAGIFNDLGSGSNIDLCVISKNKLDFLRPYTVPNKKGTRLGRYRCEKGTTAVLTEKITPLEIEVLEETVQTMDTS. Result: 1 (interaction). (3) The miRNA is rno-miR-29c-3p with sequence UAGCACCAUUUGAAAUCGGUUA. The protein sequence of the target gene is MALNHTALPQDERLPHYLRDEDPFASKLSWEADLVAGFYLTIIGILSTFGNGYVLYMSSRRKKKLRPAEIMTINLAVCDLGISVVGKPFTIISCFCHRWVFGWFGCRWYGWAGFFFGCGSLITMTAVSLDRYLKICYLSYGVWLKRKHAYICLAVIWAYASFWTTMPLVGLGDYAPEPFGTSCTLDWWLAQASGGGQVFILSILFFCLLLPTAVIVFSYAKIIAKVKSSSKEVAHFDSRIHSSHVLEVKLTKVAMLICAGFLIAWIPYAVVSVWSAFGRPDSIPIQLSVVPTLLAKSAAM.... Result: 0 (no interaction). (4) The miRNA is mmu-miR-181a-5p with sequence AACAUUCAACGCUGUCGGUGAGU. The protein sequence of the target gene is MPRDNMASLIQRIARQACLTFRGSSTGSEGPAPGFPENLSLLKSLLTQVRAEDLNIAPRKALPQPLPRNLPPVTYMHIYETEGFSLGVFLLKSGTCIPLHDHPGMHGMLKVLYGTVRISCMDKLDTGAGHRRPPPEQQFEPPLQPLEREAVRPGVLRSRAEYTEASGPCVLTPHRDNLHQIDAVDGPAAFLDILAPPYDPEDGRDCHYYRVVEPIRPKEASGSACDLPREVWLLETPQADDFWCEGEPYPGPKVLP. Result: 0 (no interaction). (5) The miRNA is hsa-miR-20b-5p with sequence CAAAGUGCUCAUAGUGCAGGUAG. The protein sequence of the target gene is MSKCRKTPVQQLASPASFSPDILADIFELFAKNFSYGKPLNNEWQLPDPSEIFTCDHTELNAFLDLKNSLNEVKNLLSDKKLDEWHEHTAFTNKAGKIISHVRKSVNAELCTQAWCKFHEILCSFPLIPQEAFQNGKLNSLHLCEAPGAFIASLNHYLKSHRFPCHWSWVANTLNPYHEANDDLMMIMDDRLIANTLHWWYFGPDNTGDIMTLKFLTGLQNFISSMATVHLVTADGSFDCQGNPGEQEALVSSLHYCEVVTALTTLGNGGSFVLKMFTMFEHCSINLMYLLNCCFDQVHV.... Result: 1 (interaction).